Dataset: Reaction yield outcomes from USPTO patents with 853,638 reactions. Task: Predict the reaction yield, written as a fraction of the theoretical maximum amount of product (1.0 means a 100% yield; for example, 0.34 means a 34% yield). (1) The reactants are [F:1][C:2]1[C:7]([F:8])=[C:6]([F:9])[CH:5]=[CH:4][C:3]=1B(O)O.Br[C:14]1[CH:23]=[CH:22][C:21]([N+:24]([O-:26])=[O:25])=[CH:20][C:15]=1[C:16]([O:18][CH3:19])=[O:17].C(=O)([O-])[O-].[Na+].[Na+].C(O)C. The catalyst is C1(C)C=CC=CC=1.C1C=CC([P]([Pd]([P](C2C=CC=CC=2)(C2C=CC=CC=2)C2C=CC=CC=2)([P](C2C=CC=CC=2)(C2C=CC=CC=2)C2C=CC=CC=2)[P](C2C=CC=CC=2)(C2C=CC=CC=2)C2C=CC=CC=2)(C2C=CC=CC=2)C2C=CC=CC=2)=CC=1.O.C(OCC)(=O)C. The product is [F:1][C:2]1[C:7]([F:8])=[C:6]([F:9])[CH:5]=[CH:4][C:3]=1[C:14]1[CH:23]=[CH:22][C:21]([N+:24]([O-:26])=[O:25])=[CH:20][C:15]=1[C:16]([O:18][CH3:19])=[O:17]. The yield is 0.530. (2) The reactants are [C:1]([C:5]1[N:6]([CH3:27])[CH:7]=[C:8]([C:10]2[CH:15]=[CH:14][N:13]=[C:12]3[N:16](OCC[Si](C)(C)C)[C:17](C)=[CH:18][C:11]=23)[N:9]=1)([CH3:4])([CH3:3])[CH3:2].[C:28]([OH:34])([C:30]([F:33])([F:32])[F:31])=[O:29].CO.[NH4+].[OH-]. No catalyst specified. The product is [F:31][C:30]([F:33])([F:32])[C:28]([OH:34])=[O:29].[C:1]([C:5]1[N:6]([CH3:27])[CH:7]=[C:8]([C:10]2[CH:15]=[CH:14][N:13]=[C:12]3[NH:16][CH:17]=[CH:18][C:11]=23)[N:9]=1)([CH3:4])([CH3:2])[CH3:3]. The yield is 0.900. (3) The reactants are [CH3:1][C:2]([C:4]1[CH:9]=[CH:8][C:7]([O:10][CH3:11])=[CH:6][CH:5]=1)=[O:3].[H-].[Na+].[C:14](=O)([O:18]CC)[O:15][CH2:16][CH3:17].Cl. The catalyst is CN(C)C=O. The product is [CH2:16]([O:15][C:14](=[O:18])[CH2:1][C:2]([C:4]1[CH:9]=[CH:8][C:7]([O:10][CH3:11])=[CH:6][CH:5]=1)=[O:3])[CH3:17]. The yield is 0.900. (4) The reactants are [OH-].[K+].[Br:3][C:4]1[CH:5]=[CH:6][C:7]2[NH:8][C:9]3[C:14]([C:15]=2[CH:16]=1)=[CH:13][C:12]([Br:17])=[CH:11][CH:10]=3.[Br:18][CH2:19][CH2:20][CH2:21]Br. The catalyst is CN(C=O)C.CCOC(C)=O. The product is [Br:17][C:12]1[CH:11]=[CH:10][C:9]2[N:8]([CH2:21][CH2:20][CH2:19][Br:18])[C:7]3[C:15]([C:14]=2[CH:13]=1)=[CH:16][C:4]([Br:3])=[CH:5][CH:6]=3. The yield is 0.286. (5) The reactants are ClC(Cl)(Cl)CO[C:5](=[O:19])[NH:6][C:7]1[N:8]([CH2:16][CH2:17][OH:18])[N:9]=[C:10]([C:12]([CH3:15])([CH3:14])[CH3:13])[CH:11]=1.[CH3:22][C@H:23]1[CH2:28][CH2:27][CH2:26][CH2:25][N:24]1[C:29]1[N:33]2[CH:34]=[C:35]([O:38][C@H:39]3[C:48]4[C:43](=[CH:44][CH:45]=[CH:46][CH:47]=4)[C@@H:42]([NH2:49])[CH2:41][CH2:40]3)[CH:36]=[CH:37][C:32]2=[N:31][N:30]=1.CCN(C(C)C)C(C)C. The catalyst is O1CCOCC1. The product is [C:12]([C:10]1[CH:11]=[C:7]([NH:6][C:5]([NH:49][C@@H:42]2[C:43]3[C:48](=[CH:47][CH:46]=[CH:45][CH:44]=3)[C@H:39]([O:38][C:35]3[CH:36]=[CH:37][C:32]4[N:33]([C:29]([N:24]5[CH2:25][CH2:26][CH2:27][CH2:28][C@@H:23]5[CH3:22])=[N:30][N:31]=4)[CH:34]=3)[CH2:40][CH2:41]2)=[O:19])[N:8]([CH2:16][CH2:17][OH:18])[N:9]=1)([CH3:13])([CH3:14])[CH3:15]. The yield is 0.150. (6) No catalyst specified. The yield is 0.710. The product is [Cl:42][C:38]1[CH:37]=[C:36]([C@H:27]([O:28][CH2:29][CH2:30][CH2:31][C:32]([NH:45][CH3:44])=[O:34])[C@@H:23]2[CH2:24][CH2:25][CH2:26][N:21]([C:19]([NH:18][C@@H:10]([CH2:11][CH:12]3[CH2:13][CH2:14][CH2:15][CH2:16][CH2:17]3)[CH2:9][N:8]([CH3:43])[C:6](=[O:7])[O:5][C:1]([CH3:3])([CH3:2])[CH3:4])=[O:20])[CH2:22]2)[CH:41]=[CH:40][CH:39]=1. The reactants are [C:1]([O:5][C:6]([N:8]([CH3:43])[CH2:9][C@@H:10]([NH:18][C:19]([N:21]1[CH2:26][CH2:25][CH2:24][C@@H:23]([C@H:27]([C:36]2[CH:41]=[CH:40][CH:39]=[C:38]([Cl:42])[CH:37]=2)[O:28][CH2:29][CH2:30][CH2:31][C:32]([O:34]C)=O)[CH2:22]1)=[O:20])[CH2:11][CH:12]1[CH2:17][CH2:16][CH2:15][CH2:14][CH2:13]1)=[O:7])([CH3:4])([CH3:3])[CH3:2].[CH3:44][NH2:45].C(O)C. (7) The reactants are C(OP([CH2:8][C:9]([O:11]CC)=[O:10])OCC)C.[H-].[Na+].[Br:16][C:17]1[CH:18]=[C:19]([C:22](=O)[CH3:23])[S:20][CH:21]=1. The catalyst is C1COCC1. The product is [Br:16][C:17]1[CH:18]=[C:19]([C:22]([CH3:23])=[CH:8][C:9]([OH:11])=[O:10])[S:20][CH:21]=1. The yield is 0.790. (8) The reactants are [ClH:1].[CH2:2]([C:6]1[N:7]=[C:8]([NH2:11])[NH:9][CH:10]=1)[CH2:3][C:4]#[CH:5].[N:12]([CH2:15][C:16]1[C:24]2[C:19](=[CH:20][CH:21]=[CH:22][CH:23]=2)[NH:18][CH:17]=1)=[N+:13]=[N-:14]. No catalyst specified. The product is [ClH:1].[NH:18]1[C:19]2[C:24](=[CH:23][CH:22]=[CH:21][CH:20]=2)[C:16]([CH2:15][N:12]2[CH:5]=[C:4]([CH2:3][CH2:2][C:6]3[N:7]=[C:8]([NH2:11])[NH:9][CH:10]=3)[N:14]=[N:13]2)=[CH:17]1. The yield is 0.580. (9) The reactants are [F:1][C:2]([F:27])([F:26])[C:3]1[CH:8]=[CH:7][C:6]([C:9]([C:16]2[CH:21]=[CH:20][C:19]([C:22]([F:25])([F:24])[F:23])=[CH:18][CH:17]=2)=[C:10]2[CH2:15][CH2:14][NH:13][CH2:12][CH2:11]2)=[CH:5][CH:4]=1.[N+:28]([C:31]1[CH:36]=[CH:35][C:34]([CH2:37]Br)=[CH:33][CH:32]=1)([O-:30])=[O:29].C(=O)([O-])[O-].[K+].[K+]. The catalyst is C(O)C. The product is [F:24][C:22]([F:25])([F:23])[C:19]1[CH:20]=[CH:21][C:16]([C:9]([C:6]2[CH:5]=[CH:4][C:3]([C:2]([F:1])([F:26])[F:27])=[CH:8][CH:7]=2)=[C:10]2[CH2:15][CH2:14][N:13]([CH2:37][C:34]3[CH:35]=[CH:36][C:31]([N+:28]([O-:30])=[O:29])=[CH:32][CH:33]=3)[CH2:12][CH2:11]2)=[CH:17][CH:18]=1. The yield is 1.00. (10) The product is [CH:1]([C:4]1[CH:9]=[CH:8][CH:7]=[C:6]([C:10]2[CH:15]=[CH:14][CH:13]=[CH:12][CH:11]=2)[C:5]=1[OH:16])([CH3:3])[CH3:2]. The catalyst is C(Cl)Cl. The reactants are [CH:1]([C:4]1[CH:9]=[CH:8][CH:7]=[C:6]([C:10]2[CH:15]=[CH:14][CH:13]=[CH:12][CH:11]=2)[C:5]=1[O:16]C)([CH3:3])[CH3:2].O.C(OCC)C. The yield is 0.940.